From a dataset of Catalyst prediction with 721,799 reactions and 888 catalyst types from USPTO. Predict which catalyst facilitates the given reaction. (1) Reactant: [CH3:1][C:2]1[C:3]([NH:22][C@@H:23]2[CH2:28][CH2:27][CH2:26][N:25](C(OC(C)(C)C)=O)[CH2:24]2)=[N:4][C:5]2[C:10]([N:11]=1)=[CH:9][CH:8]=[CH:7][C:6]=2[C:12]1[NH:20][C:19]2[CH2:18][CH2:17][NH:16][C:15](=[O:21])[C:14]=2[CH:13]=1.C(O)(C(F)(F)F)=O. Product: [CH3:1][C:2]1[C:3]([NH:22][C@@H:23]2[CH2:28][CH2:27][CH2:26][NH:25][CH2:24]2)=[N:4][C:5]2[C:10](=[CH:9][CH:8]=[CH:7][C:6]=2[C:12]2[NH:20][C:19]3[CH2:18][CH2:17][NH:16][C:15](=[O:21])[C:14]=3[CH:13]=2)[N:11]=1. The catalyst class is: 2. (2) Reactant: [N+:1]([C:4]1[CH:16]=[C:7]2[CH2:8][N:9]([C:12](=[O:15])[CH2:13][CH3:14])[CH2:10][CH2:11][N:6]2[N:5]=1)([O-])=O. Product: [NH2:1][C:4]1[CH:16]=[C:7]2[CH2:8][N:9]([C:12](=[O:15])[CH2:13][CH3:14])[CH2:10][CH2:11][N:6]2[N:5]=1. The catalyst class is: 19.